This data is from Reaction yield outcomes from USPTO patents with 853,638 reactions. The task is: Predict the reaction yield, written as a fraction of the theoretical maximum amount of product (1.0 means a 100% yield; for example, 0.34 means a 34% yield). (1) The reactants are [F:1][C:2]1[CH:30]=[C:29]([N+:31]([O-:33])=[O:32])[CH:28]=[CH:27][C:3]=1[O:4][C:5]1[C:14]2[C:9](=[CH:10][C:11]([O:17][CH2:18][CH:19]3[CH2:26][CH:22]4[CH2:23][NH:24][CH2:25][CH:21]4[CH2:20]3)=[C:12]([O:15][CH3:16])[CH:13]=2)[N:8]=[CH:7][CH:6]=1.[C:34](#N)C.O.C=O.[BH-](OC(C)=O)(OC(C)=O)OC(C)=O.[Na+]. The catalyst is O. The product is [F:1][C:2]1[CH:30]=[C:29]([N+:31]([O-:33])=[O:32])[CH:28]=[CH:27][C:3]=1[O:4][C:5]1[C:14]2[C:9](=[CH:10][C:11]([O:17][CH2:18][CH:19]3[CH2:26][CH:22]4[CH2:23][N:24]([CH3:34])[CH2:25][CH:21]4[CH2:20]3)=[C:12]([O:15][CH3:16])[CH:13]=2)[N:8]=[CH:7][CH:6]=1. The yield is 0.500. (2) The reactants are C(NC(C)C)(C)C.[O:8]1[CH2:13][CH2:12][CH:11]([CH2:14][C:15]([O:17][CH2:18][C:19]2[CH:24]=[CH:23][CH:22]=[CH:21][CH:20]=2)=[O:16])[CH2:10][CH2:9]1.[CH3:25][CH:26]([CH3:39])[C:27](=[O:38])[C:28]([O:30][CH2:31][C:32]1[CH:37]=[CH:36][CH:35]=[CH:34][CH:33]=1)=[O:29].C(O)(=O)C. The catalyst is O1CCCC1.CCCCCC.C(OCC)(=O)C. The product is [OH:38][C:27]([CH:26]([CH3:39])[CH3:25])([CH:14]([CH:11]1[CH2:10][CH2:9][O:8][CH2:13][CH2:12]1)[C:15]([O:17][CH2:18][C:19]1[CH:20]=[CH:21][CH:22]=[CH:23][CH:24]=1)=[O:16])[C:28]([O:30][CH2:31][C:32]1[CH:37]=[CH:36][CH:35]=[CH:34][CH:33]=1)=[O:29]. The yield is 0.290. (3) The reactants are [C:1]1([NH:7][CH:8]([CH3:17])[CH2:9][C:10]([O:12][C:13]([CH3:16])([CH3:15])[CH3:14])=[O:11])[CH:6]=[CH:5][CH:4]=[CH:3][CH:2]=1.[Cl:18][C:19]1[CH:24]=[CH:23][C:22]([S:25](Cl)(=[O:27])=[O:26])=[CH:21][CH:20]=1. The catalyst is N1C=CC=CC=1. The product is [Cl:18][C:19]1[CH:24]=[CH:23][C:22]([S:25]([N:7]([CH:8]([CH3:17])[CH2:9][C:10]([O:12][C:13]([CH3:16])([CH3:15])[CH3:14])=[O:11])[C:1]2[CH:6]=[CH:5][CH:4]=[CH:3][CH:2]=2)(=[O:27])=[O:26])=[CH:21][CH:20]=1. The yield is 0.910. (4) The reactants are [Cl:1][C:2]1[C:3]([O:33]C)=[C:4]2[C:9](=[CH:10][C:11]=1[CH3:12])[CH:8]([NH:13][C:14]1[CH:23]=[CH:22][C:21]([F:24])=[C:20]3[C:15]=1[CH:16]=[N:17][C:18]([CH3:25])=[N:19]3)[C:7]([C:27]([F:30])([F:29])[F:28])([OH:26])[CH2:6][C:5]2([CH3:32])[CH3:31].B(Br)(Br)Br.C(=O)(O)[O-].[Na+]. The yield is 0.984. The product is [Cl:1][C:2]1[C:11]([CH3:12])=[CH:10][C:9]2[CH:8]([NH:13][C:14]3[CH:23]=[CH:22][C:21]([F:24])=[C:20]4[C:15]=3[CH:16]=[N:17][C:18]([CH3:25])=[N:19]4)[C:7]([C:27]([F:28])([F:29])[F:30])([OH:26])[CH2:6][C:5]([CH3:31])([CH3:32])[C:4]=2[C:3]=1[OH:33]. The catalyst is ClCCl.C(OCC)(=O)C. (5) The reactants are [CH3:1][C:2]1([CH3:9])[CH2:7][CH2:6][C:5](=[O:8])[CH:4]=[CH:3]1. The catalyst is [Pd]. The product is [CH3:1][C:2]1([CH3:9])[CH2:7][CH2:6][C:5](=[O:8])[CH2:4][CH2:3]1. The yield is 0.830. (6) The reactants are [CH2:1]([C:8]#[N:9])[C:2]1[CH:7]=[CH:6][CH:5]=[CH:4][CH:3]=1.Cl[C:11]1[C:12]([CH3:18])=[N:13][CH:14]=[C:15]([CH3:17])[N:16]=1.C[Si]([N-][Si](C)(C)C)(C)C.[Na+].[NH4+].[Cl-]. The catalyst is O1CCCC1. The product is [CH3:18][C:12]1[C:11]([CH:1]([C:2]2[CH:7]=[CH:6][CH:5]=[CH:4][CH:3]=2)[C:8]#[N:9])=[N:16][C:15]([CH3:17])=[CH:14][N:13]=1. The yield is 0.960. (7) The reactants are C[O:2][C:3]([C:5]1[CH:10]=[N:9][C:8]([CH:11]2[CH2:13][CH2:12]2)=[C:7]([O:14][CH2:15][CH:16]2[CH2:18][CH2:17]2)[N:6]=1)=[O:4].[OH-].[Li+]. The catalyst is C1COCC1.O. The product is [CH:11]1([C:8]2[N:9]=[CH:10][C:5]([C:3]([OH:4])=[O:2])=[N:6][C:7]=2[O:14][CH2:15][CH:16]2[CH2:18][CH2:17]2)[CH2:12][CH2:13]1. The yield is 0.866.